Dataset: Reaction yield outcomes from USPTO patents with 853,638 reactions. Task: Predict the reaction yield, written as a fraction of the theoretical maximum amount of product (1.0 means a 100% yield; for example, 0.34 means a 34% yield). (1) The reactants are N1C=CC=CC=1.[NH2:7][C:8]1[C:13]([C:14]#[N:15])=[C:12]([C:16]2[CH:17]=[CH:18][C:19]([N:26]([CH3:28])[CH3:27])=[C:20]([CH:25]=2)[C:21]([O:23]C)=[O:22])[CH:11]=[C:10]([C:29]2[CH:34]=[CH:33][CH:32]=[CH:31][C:30]=2[O:35][CH2:36][O:37][CH3:38])[N:9]=1.[C:39]1([C:44](Cl)=[O:45])[S:43][CH:42]=[CH:41][CH:40]=1. The catalyst is O. The product is [C:14]([C:13]1[C:8]([NH:7][C:44]([C:39]2[S:43][CH:42]=[CH:41][CH:40]=2)=[O:45])=[N:9][C:10]([C:29]2[CH:34]=[CH:33][CH:32]=[CH:31][C:30]=2[O:35][CH2:36][O:37][CH3:38])=[CH:11][C:12]=1[C:16]1[CH:17]=[CH:18][C:19]([N:26]([CH3:27])[CH3:28])=[C:20]([CH:25]=1)[C:21]([OH:23])=[O:22])#[N:15]. The yield is 0.550. (2) The reactants are [BH4-].[Na+].[Br:3][C:4]1[CH:19]=[CH:18][C:7]([CH2:8][N:9]2[CH:14]3[CH2:15][CH2:16][CH:10]2[CH2:11][C:12](=[O:17])[CH2:13]3)=[CH:6][CH:5]=1. The catalyst is CO.O. The product is [Br:3][C:4]1[CH:5]=[CH:6][C:7]([CH2:8][N:9]2[CH:14]3[CH2:15][CH2:16][CH:10]2[CH2:11][CH:12]([OH:17])[CH2:13]3)=[CH:18][CH:19]=1. The yield is 0.900. (3) The reactants are [CH2:1]([O:8][CH2:9][CH:10]=O)[C:2]1[CH:7]=[CH:6][CH:5]=[CH:4][CH:3]=1.[CH3:12][O:13][C:14](=[O:31])[C:15]1[C:16](=[C:21]([NH:25]CCCCC)[CH:22]=[CH:23][CH:24]=1)[C:17]([O:19][CH3:20])=[O:18]. No catalyst specified. The product is [CH3:12][O:13][C:14](=[O:31])[C:15]1[C:16](=[C:21]([NH:25][CH2:10][CH2:9][O:8][CH2:1][C:2]2[CH:3]=[CH:4][CH:5]=[CH:6][CH:7]=2)[CH:22]=[CH:23][CH:24]=1)[C:17]([O:19][CH3:20])=[O:18]. The yield is 0.780.